From a dataset of Peptide-MHC class I binding affinity with 185,985 pairs from IEDB/IMGT. Regression. Given a peptide amino acid sequence and an MHC pseudo amino acid sequence, predict their binding affinity value. This is MHC class I binding data. (1) The peptide sequence is DTSNNIAEY. The MHC is HLA-A33:01 with pseudo-sequence HLA-A33:01. The binding affinity (normalized) is 0.174. (2) The peptide sequence is KVVLLCPTL. The MHC is H-2-Kb with pseudo-sequence H-2-Kb. The binding affinity (normalized) is 0.299. (3) The peptide sequence is TRSFTTHFL. The MHC is HLA-A02:16 with pseudo-sequence HLA-A02:16. The binding affinity (normalized) is 0.0847. (4) The peptide sequence is YGIYCTLYV. The MHC is Mamu-B6601 with pseudo-sequence Mamu-B6601. The binding affinity (normalized) is 0.577. (5) The peptide sequence is VDCSPGIW. The MHC is Mamu-A11 with pseudo-sequence Mamu-A11. The binding affinity (normalized) is 0. (6) The peptide sequence is MVHQIFGSAY. The MHC is HLA-B15:01 with pseudo-sequence HLA-B15:01. The binding affinity (normalized) is 0.666. (7) The peptide sequence is RQMEGEGVFK. The MHC is HLA-A11:01 with pseudo-sequence HLA-A11:01. The binding affinity (normalized) is 0.559.